Dataset: Full USPTO retrosynthesis dataset with 1.9M reactions from patents (1976-2016). Task: Predict the reactants needed to synthesize the given product. (1) Given the product [CH3:1][O:2][C:3]1[N:8]=[CH:7][C:6]([C:9]2[N:14]=[C:13]([N:26]3[CH:30]=[N:29][CH:28]=[N:27]3)[C:12]3=[C:16]([CH3:20])[N:17]=[C:18]([CH3:19])[N:11]3[N:10]=2)=[CH:5][CH:4]=1, predict the reactants needed to synthesize it. The reactants are: [CH3:1][O:2][C:3]1[N:8]=[CH:7][C:6]([C:9]2[NH:14][C:13](=O)[C:12]3=[C:16]([CH3:20])[N:17]=[C:18]([CH3:19])[N:11]3[N:10]=2)=[CH:5][CH:4]=1.P(Cl)(Cl)(Cl)=O.[NH:26]1[CH:30]=[N:29][CH:28]=[N:27]1.N1C=CC=CC=1. (2) Given the product [C:12]1([N:18]2[CH:3]=[C:4]([C:5]3[S:6][CH:7]=[CH:8][CH:9]=3)[N:20]=[N:19]2)[CH:17]=[CH:16][CH:15]=[CH:14][CH:13]=1, predict the reactants needed to synthesize it. The reactants are: C[Si](C)(C)[C:3]#[C:4][C:5]1[S:6][CH:7]=[CH:8][CH:9]=1.[C:12]1([N:18]=[N+:19]=[N-:20])[CH:17]=[CH:16][CH:15]=[CH:14][CH:13]=1.CN(C)CCN(C)CCN(C)C.CCCC[N+](CCCC)(CCCC)CCCC.[F-]. (3) Given the product [C:1]([NH:4][C:5]1[S:6][C:7]2[CH:13]=[CH:12][CH:11]=[C:10]([O:14][C:15]3[N:20]=[CH:19][N:18]=[C:17]([C:21]4[CH:26]=[CH:25][C:24]([C:27]([F:28])([F:29])[F:30])=[CH:23][C:22]=4[NH:31][C:32]([C@@H:34]4[CH2:38][CH2:37][C@H:36]([C:39]5[CH:44]=[CH:43][CH:42]=[CH:41][CH:40]=5)[N:35]4[CH2:48][CH:45]4[CH2:47][CH2:46]4)=[O:33])[CH:16]=3)[C:8]=2[N:9]=1)(=[O:3])[CH3:2], predict the reactants needed to synthesize it. The reactants are: [C:1]([NH:4][C:5]1[S:6][C:7]2[CH:13]=[CH:12][CH:11]=[C:10]([O:14][C:15]3[N:20]=[CH:19][N:18]=[C:17]([C:21]4[CH:26]=[CH:25][C:24]([C:27]([F:30])([F:29])[F:28])=[CH:23][C:22]=4[NH:31][C:32]([C@@H:34]4[CH2:38][CH2:37][C@H:36]([C:39]5[CH:44]=[CH:43][CH:42]=[CH:41][CH:40]=5)[NH:35]4)=[O:33])[CH:16]=3)[C:8]=2[N:9]=1)(=[O:3])[CH3:2].[CH:45]1([CH:48]=O)[CH2:47][CH2:46]1. (4) Given the product [CH3:14][S:13][C:11]1[CH:12]=[C:7]([Sn:19]([CH2:20][CH2:21][CH2:22][CH3:23])([CH2:24][CH2:25][CH2:26][CH3:27])[CH2:15][CH2:16][CH2:17][CH3:18])[N:8]=[CH:9][N:10]=1, predict the reactants needed to synthesize it. The reactants are: C([Mg]Cl)(C)C.I[C:7]1[CH:12]=[C:11]([S:13][CH3:14])[N:10]=[CH:9][N:8]=1.[CH2:15]([Sn:19](Cl)([CH2:24][CH2:25][CH2:26][CH3:27])[CH2:20][CH2:21][CH2:22][CH3:23])[CH2:16][CH2:17][CH3:18].